From a dataset of Full USPTO retrosynthesis dataset with 1.9M reactions from patents (1976-2016). Predict the reactants needed to synthesize the given product. (1) The reactants are: [NH2:1][C@H:2]([CH2:32][C:33]1[CH:38]=[CH:37][N:36]=[CH:35][CH:34]=1)[C:3]([N:5]1[CH2:10][CH2:9][CH:8]([N:11]2[N:20]=[C:19]([C:21]3[CH:26]=[CH:25][C:24]([O:27][CH3:28])=[C:23]([O:29][CH3:30])[CH:22]=3)[C@@H:18]3[C@@H:13]([CH2:14][CH2:15][CH2:16][CH2:17]3)[C:12]2=[O:31])[CH2:7][CH2:6]1)=[O:4].[CH:39]1([CH2:42][O:43][C:44]2[CH:52]=[CH:51][C:47]3[O:48][CH2:49][O:50][C:46]=3[C:45]=2[C:53]2[C:54]3[NH:61][CH:60]=[C:59]([C:62](O)=[O:63])[C:55]=3[N:56]=[CH:57][N:58]=2)[CH2:41][CH2:40]1.CCOC(C(C#N)=NOC(N1CCOCC1)=[N+](C)C)=O.F[P-](F)(F)(F)(F)F.CCN(C(C)C)C(C)C. Given the product [CH:39]1([CH2:42][O:43][C:44]2[CH:52]=[CH:51][C:47]3[O:48][CH2:49][O:50][C:46]=3[C:45]=2[C:53]2[C:54]3[NH:61][CH:60]=[C:59]([C:62]([NH:1][C@H:2]([CH2:32][C:33]4[CH:38]=[CH:37][N:36]=[CH:35][CH:34]=4)[C:3]([N:5]4[CH2:6][CH2:7][CH:8]([N:11]5[N:20]=[C:19]([C:21]6[CH:26]=[CH:25][C:24]([O:27][CH3:28])=[C:23]([O:29][CH3:30])[CH:22]=6)[C@@H:18]6[C@@H:13]([CH2:14][CH2:15][CH2:16][CH2:17]6)[C:12]5=[O:31])[CH2:9][CH2:10]4)=[O:4])=[O:63])[C:55]=3[N:56]=[CH:57][N:58]=2)[CH2:40][CH2:41]1, predict the reactants needed to synthesize it. (2) Given the product [CH3:11][NH:12][C:2]1[C:7]([N+:8]([O-:10])=[O:9])=[CH:6][CH:5]=[CH:4][N:3]=1, predict the reactants needed to synthesize it. The reactants are: Cl[C:2]1[C:7]([N+:8]([O-:10])=[O:9])=[CH:6][CH:5]=[CH:4][N:3]=1.[CH3:11][NH2:12]. (3) Given the product [Cl:35][C:36]1[CH:44]=[CH:43][C:39]([C:40]([NH:3][CH2:4][CH2:5][CH2:6][CH2:7][CH2:8][CH2:9][CH2:10][CH2:11][CH2:12][N:13]2[CH2:18][CH2:17][CH:16]([O:19][C:20](=[O:34])[NH:21][C:22]3[CH:27]=[CH:26][CH:25]=[CH:24][C:23]=3[C:28]3[CH:33]=[CH:32][CH:31]=[CH:30][CH:29]=3)[CH2:15][CH2:14]2)=[O:41])=[C:38]([OH:45])[CH:37]=1, predict the reactants needed to synthesize it. The reactants are: Cl.Cl.[NH2:3][CH2:4][CH2:5][CH2:6][CH2:7][CH2:8][CH2:9][CH2:10][CH2:11][CH2:12][N:13]1[CH2:18][CH2:17][CH:16]([O:19][C:20](=[O:34])[NH:21][C:22]2[CH:27]=[CH:26][CH:25]=[CH:24][C:23]=2[C:28]2[CH:33]=[CH:32][CH:31]=[CH:30][CH:29]=2)[CH2:15][CH2:14]1.[Cl:35][C:36]1[CH:44]=[CH:43][C:39]([C:40](O)=[O:41])=[C:38]([OH:45])[CH:37]=1. (4) Given the product [CH2:1]([N:8]([CH:9]1[CH2:10][CH2:11][CH:12]([C:15]2[CH:16]=[CH:17][C:18]([C:19]([N:79]3[CH2:80][CH2:81][CH:76]([CH2:69][C:70]4[CH:75]=[CH:74][CH:73]=[CH:72][CH:71]=4)[CH2:77][CH2:78]3)=[O:20])=[CH:22][CH:23]=2)[CH2:13][CH2:14]1)[CH2:24][C@H:25]([OH:47])[CH2:26][O:27][C:28]1[CH:33]=[CH:32][C:31]([O:34][CH2:35][C:36]2[CH:37]=[CH:38][CH:39]=[CH:40][CH:41]=2)=[C:30]([NH:42][S:43]([CH3:46])(=[O:44])=[O:45])[CH:29]=1)[C:2]1[CH:7]=[CH:6][CH:5]=[CH:4][CH:3]=1, predict the reactants needed to synthesize it. The reactants are: [CH2:1]([N:8]([CH2:24][C@H:25]([OH:47])[CH2:26][O:27][C:28]1[CH:33]=[CH:32][C:31]([O:34][CH2:35][C:36]2[CH:41]=[CH:40][CH:39]=[CH:38][CH:37]=2)=[C:30]([NH:42][S:43]([CH3:46])(=[O:45])=[O:44])[CH:29]=1)[C@H:9]1[CH2:14][CH2:13][C@H:12]([C:15]2[CH:23]=[CH:22][C:18]([C:19](O)=[O:20])=[CH:17][CH:16]=2)[CH2:11][CH2:10]1)[C:2]1[CH:7]=[CH:6][CH:5]=[CH:4][CH:3]=1.ON1C2C=CC=CC=2N=N1.C(N=C=NCCCN(C)C)C.[CH2:69]([CH:76]1[CH2:81][CH2:80][NH:79][CH2:78][CH2:77]1)[C:70]1[CH:75]=[CH:74][CH:73]=[CH:72][CH:71]=1. (5) Given the product [CH3:24][CH:22]([CH3:23])[C@H:21]([NH:25][C:26](=[O:42])[O:27][CH2:28][CH:29]1[C:41]2[CH:40]=[CH:39][CH:38]=[CH:37][C:36]=2[C:35]2[C:30]1=[CH:31][CH:32]=[CH:33][CH:34]=2)[C:20]([NH:19][C@@H:11]([CH2:12][CH2:13][CH2:14][NH:15][C:16]([NH2:18])=[O:17])[C:10]([NH:9][C:6]1[CH:5]=[CH:4][C:3]([CH2:2][O:1][C:45]([O:46][C:47]2[CH:48]=[CH:49][C:50]([N+:53]([O-:55])=[O:54])=[CH:51][CH:52]=2)=[O:56])=[CH:8][CH:7]=1)=[O:44])=[O:43], predict the reactants needed to synthesize it. The reactants are: [OH:1][CH2:2][C:3]1[CH:8]=[CH:7][C:6]([NH:9][C:10](=[O:44])[C@@H:11]([NH:19][C:20](=[O:43])[C@@H:21]([NH:25][C:26](=[O:42])[O:27][CH2:28][CH:29]2[C:41]3[CH:40]=[CH:39][CH:38]=[CH:37][C:36]=3[C:35]3[C:30]2=[CH:31][CH:32]=[CH:33][CH:34]=3)[CH:22]([CH3:24])[CH3:23])[CH2:12][CH2:13][CH2:14][NH:15][C:16]([NH2:18])=[O:17])=[CH:5][CH:4]=1.[C:45](=O)([O:56]C1C=CC([N+]([O-])=O)=CC=1)[O:46][C:47]1[CH:52]=[CH:51][C:50]([N+:53]([O-:55])=[O:54])=[CH:49][CH:48]=1.CCN(C(C)C)C(C)C.CO. (6) Given the product [F:11][C:12]1[CH:20]=[CH:19][CH:18]=[C:17]([F:21])[C:13]=1[C:14]1[O:1][N:2]=[C:3]([C:4]2[CH:5]=[N:6][CH:7]=[CH:8][CH:9]=2)[N:10]=1, predict the reactants needed to synthesize it. The reactants are: [OH:1][N:2]=[C:3]([NH2:10])[C:4]1[CH:9]=[CH:8][CH:7]=[N:6][CH:5]=1.[F:11][C:12]1[CH:20]=[CH:19][CH:18]=[C:17]([F:21])[C:13]=1[C:14](O)=O.N. (7) Given the product [CH3:1][O:2][C:3]1[CH:20]=[CH:19][C:6]2[N:7]=[C:8]([C:10]3[CH:11]=[CH:12][C:13]([NH2:16])=[CH:14][CH:15]=3)[S:9][C:5]=2[CH:4]=1, predict the reactants needed to synthesize it. The reactants are: [CH3:1][O:2][C:3]1[CH:20]=[CH:19][C:6]2[N:7]=[C:8]([C:10]3[CH:15]=[CH:14][C:13]([N+:16]([O-])=O)=[CH:12][CH:11]=3)[S:9][C:5]=2[CH:4]=1.B(Br)(Br)Br.